This data is from Full USPTO retrosynthesis dataset with 1.9M reactions from patents (1976-2016). The task is: Predict the reactants needed to synthesize the given product. (1) Given the product [Br:1][C:69]1[C:70]2[CH:63]([CH2:55][CH2:56][C:57]3[CH:62]=[CH:61][CH:60]=[CH:59][CH:58]=3)[CH2:64][CH2:65][C:66]=2[NH:67][C:68]=1[C:71]([OH:73])=[O:72], predict the reactants needed to synthesize it. The reactants are: [Br-:1].[Br-].[Br-].C([N+](CCCC)(CCCC)CCCC)CCC.C([N+](CCCC)(CCCC)CCCC)CCC.C([N+](CCCC)(CCCC)CCCC)CCC.[CH2:55]([CH:63]1[C:70]2[CH:69]=[C:68]([C:71]([O:73]C)=[O:72])[NH:67][C:66]=2[CH2:65][CH2:64]1)[CH2:56][C:57]1[CH:62]=[CH:61][CH:60]=[CH:59][CH:58]=1. (2) Given the product [CH2:9]([C:11]1[C:33]([F:34])=[CH:32][C:14]([O:15][C:16]2[CH:30]=[CH:29][C:19]([C:20]([N:22]3[CH2:27][CH2:26][N:25]([CH2:36][N:3]4[CH2:8][CH2:7][O:6][CH2:5][CH2:4]4)[C:24](=[O:28])[CH2:23]3)=[O:21])=[CH:18][C:17]=2[F:31])=[C:13]([OH:35])[CH:12]=1)[CH3:10], predict the reactants needed to synthesize it. The reactants are: C=O.[NH:3]1[CH2:8][CH2:7][O:6][CH2:5][CH2:4]1.[CH2:9]([C:11]1[C:33]([F:34])=[CH:32][C:14]([O:15][C:16]2[CH:30]=[CH:29][C:19]([C:20]([N:22]3[CH2:27][CH2:26][NH:25][C:24](=[O:28])[CH2:23]3)=[O:21])=[CH:18][C:17]=2[F:31])=[C:13]([OH:35])[CH:12]=1)[CH3:10].[C:36](OCC)(=O)C. (3) Given the product [CH:2]([C:3]1[CH:8]=[CH:7][C:6]([NH:9][C:10](=[O:12])[CH3:11])=[C:5]([I:13])[CH:4]=1)=[O:1], predict the reactants needed to synthesize it. The reactants are: [OH:1][CH2:2][C:3]1[CH:8]=[CH:7][C:6]([NH:9][C:10](=[O:12])[CH3:11])=[C:5]([I:13])[CH:4]=1.O. (4) Given the product [Si:1]([O:8][C@H:9]1[CH2:20][C:19](=[O:21])[O:18][C@H:17](/[C:22](/[CH3:47])=[CH:23]/[CH:24]=[CH2:25])[C@@H:16]([CH3:48])[CH:15]=[CH:14][C@@H:13]2[O:49][CH:50]([C:52]3[CH:53]=[CH:54][CH:55]=[CH:56][CH:57]=3)[O:51][C@:12]2([CH3:58])[CH2:11][CH2:10]1)([C:4]([CH3:5])([CH3:6])[CH3:7])([CH3:2])[CH3:3], predict the reactants needed to synthesize it. The reactants are: [Si:1]([O:8][C@H:9]1[CH2:20][C:19](=[O:21])[O:18][C@H:17](/[C:22](/[CH3:47])=[CH:23]/[CH:24](O)[CH:25](O)[C@@H](C)C[C@@H]2[C@@H]([C@H](C)[C@@H](O[Si](C(C)(C)C)(C)C)CC)O2)[C@@H:16]([CH3:48])[CH:15]=[CH:14][C@@H:13]2[O:49][CH:50]([C:52]3[CH:57]=[CH:56][CH:55]=[CH:54][CH:53]=3)[O:51][C@:12]2([CH3:58])[CH2:11][CH2:10]1)([C:4]([CH3:7])([CH3:6])[CH3:5])([CH3:3])[CH3:2].I([O-])(=O)(=O)=O.[Na+]. (5) Given the product [CH3:1][O:2][C:3]([C:5]1([CH2:14][C:15]2[CH:16]=[CH:17][C:18]([Cl:21])=[CH:19][CH:20]=2)[CH2:9][CH2:8][C:7]([CH2:11][O:12][S:41]([C:38]2[CH:39]=[CH:40][C:35]([CH3:45])=[CH:36][CH:37]=2)(=[O:43])=[O:42])([CH3:10])[C:6]1=[O:13])=[O:4], predict the reactants needed to synthesize it. The reactants are: [CH3:1][O:2][C:3]([C:5]1([CH2:14][C:15]2[CH:20]=[CH:19][C:18]([Cl:21])=[CH:17][CH:16]=2)[CH2:9][CH2:8][C:7]([CH2:11][OH:12])([CH3:10])[C:6]1=[O:13])=[O:4].C(N(CC)CC)C.CN1C=CN=C1.[C:35]1([CH3:45])[CH:40]=[CH:39][C:38]([S:41](Cl)(=[O:43])=[O:42])=[CH:37][CH:36]=1. (6) Given the product [Cl:15][C:14]1[CH:13]=[C:12]([C:16]([N:18]2[C:23]3[CH:24]=[C:25]([S:28]([N:31]4[CH2:32][CH2:33][CH2:34][CH2:35]4)(=[O:29])=[O:30])[CH:26]=[CH:27][C:22]=3[O:21][CH2:20][CH2:19]2)=[O:17])[CH:11]=[C:10]([Cl:36])[C:9]=1[OH:8], predict the reactants needed to synthesize it. The reactants are: C([O:8][C:9]1[C:14]([Cl:15])=[CH:13][C:12]([C:16]([N:18]2[C:23]3[CH:24]=[C:25]([S:28]([N:31]4[CH2:35][CH2:34][CH2:33][CH2:32]4)(=[O:30])=[O:29])[CH:26]=[CH:27][C:22]=3[O:21][CH2:20][CH2:19]2)=[O:17])=[CH:11][C:10]=1[Cl:36])C1C=CC=CC=1. (7) Given the product [CH2:1]([O:8][C:9]1[C:10]([OH:12])=[N:25][C:24]([C:22]2[CH:21]=[CH:20][N:19]=[C:18]([Cl:17])[CH:23]=2)=[N:26][CH:15]=1)[C:2]1[CH:3]=[CH:4][CH:5]=[CH:6][CH:7]=1, predict the reactants needed to synthesize it. The reactants are: [CH2:1]([O:8][CH:9]([CH:15]=O)[C:10]([O:12]CC)=O)[C:2]1[CH:7]=[CH:6][CH:5]=[CH:4][CH:3]=1.[Cl:17][C:18]1[CH:23]=[C:22]([C:24](=[NH:26])[NH2:25])[CH:21]=[CH:20][N:19]=1. (8) Given the product [Cl:32][C:30]1[CH:29]=[CH:28][C:10]2[N:11]([CH3:27])[C:12](=[O:26])[CH:13]([CH2:15][C:16]3[CH:25]=[CH:24][C:23]4[C:18](=[CH:19][CH:20]=[CH:21][CH:22]=4)[CH:17]=3)[N:14]=[C:8]([N:5]3[CH2:4][CH2:3][CH:2]([NH:1][C:40](=[O:42])[CH3:41])[CH2:7][CH2:6]3)[C:9]=2[CH:31]=1, predict the reactants needed to synthesize it. The reactants are: [NH2:1][CH:2]1[CH2:7][CH2:6][N:5]([C:8]2[C:9]3[CH:31]=[C:30]([Cl:32])[CH:29]=[CH:28][C:10]=3[N:11]([CH3:27])[C:12](=[O:26])[CH:13]([CH2:15][C:16]3[CH:25]=[CH:24][C:23]4[C:18](=[CH:19][CH:20]=[CH:21][CH:22]=4)[CH:17]=3)[N:14]=2)[CH2:4][CH2:3]1.C(N(CC)CC)C.[C:40](OC(=O)C)(=[O:42])[CH3:41].CO.